Dataset: Peptide-MHC class I binding affinity with 185,985 pairs from IEDB/IMGT. Task: Regression. Given a peptide amino acid sequence and an MHC pseudo amino acid sequence, predict their binding affinity value. This is MHC class I binding data. The peptide sequence is GEEILSQL. The MHC is Mamu-A11 with pseudo-sequence Mamu-A11. The binding affinity (normalized) is 0.406.